Task: Predict which catalyst facilitates the given reaction.. Dataset: Catalyst prediction with 721,799 reactions and 888 catalyst types from USPTO (1) Reactant: [Cl:1][C:2]1[C:3]([O:31][CH2:32][CH3:33])=[C:4](/[C:17](/[CH3:30])=[C:18](/[F:29])\[CH:19]=[CH:20]\[C:21](\[CH3:28])=[CH:22]\[C:23]([O:25]CC)=[O:24])[CH:5]=[C:6]2[C:11]=1[O:10][C:9]([CH3:13])([CH3:12])[CH:8]=[C:7]2[CH:14]([CH3:16])[CH3:15].[OH-].[Na+]. Product: [Cl:1][C:2]1[C:3]([O:31][CH2:32][CH3:33])=[C:4](/[C:17](/[CH3:30])=[C:18](/[F:29])\[CH:19]=[CH:20]\[C:21](\[CH3:28])=[CH:22]\[C:23]([OH:25])=[O:24])[CH:5]=[C:6]2[C:11]=1[O:10][C:9]([CH3:12])([CH3:13])[CH:8]=[C:7]2[CH:14]([CH3:15])[CH3:16]. The catalyst class is: 353. (2) Reactant: [NH2:1][C:2]1[N:7]=[CH:6][C:5]([C:8]2[C:9]3[CH2:23][CH2:22][N:21]([C@@:24]4([CH3:36])[CH2:28][CH2:27][N:26](C(OC(C)(C)C)=O)[CH2:25]4)[C:10]=3[N:11]=[C:12]([N:14]3[CH2:19][CH2:18][O:17][CH2:16][C@@H:15]3[CH3:20])[N:13]=2)=[CH:4][N:3]=1.[ClH:37].O1CCOCC1. Product: [ClH:37].[CH3:20][C@H:15]1[CH2:16][O:17][CH2:18][CH2:19][N:14]1[C:12]1[N:13]=[C:8]([C:5]2[CH:4]=[N:3][C:2]([NH2:1])=[N:7][CH:6]=2)[C:9]2[CH2:23][CH2:22][N:21]([C@@:24]3([CH3:36])[CH2:28][CH2:27][NH:26][CH2:25]3)[C:10]=2[N:11]=1. The catalyst class is: 442. (3) Reactant: C[O:2][C:3](=[O:19])[C:4]1[CH:9]=[C:8]([S:10]([CH3:13])(=[O:12])=[O:11])[CH:7]=[CH:6][C:5]=1[O:14][C:15]([CH3:18])([CH3:17])[CH3:16].O.[OH-].[Li+]. Product: [C:15]([O:14][C:5]1[CH:6]=[CH:7][C:8]([S:10]([CH3:13])(=[O:12])=[O:11])=[CH:9][C:4]=1[C:3]([OH:19])=[O:2])([CH3:18])([CH3:17])[CH3:16]. The catalyst class is: 20. (4) Reactant: [CH3:1][O:2][C:3]1[CH:4]=[C:5]([C:11]2[C@@H:20]3[C@@H:15]([CH2:16][CH2:17][CH2:18][CH2:19]3)[C:14](=[O:21])[N:13]([CH:22]3[CH2:27][CH2:26][N:25]([C:28](=[O:44])[C@H:29]([NH:36]C(=O)OC(C)(C)C)[CH2:30][C:31]4[N:32]=[CH:33][S:34][CH:35]=4)[CH2:24][CH2:23]3)[N:12]=2)[CH:6]=[CH:7][C:8]=1[O:9][CH3:10].[ClH:45]. Product: [ClH:45].[NH2:36][C@H:29]([CH2:30][C:31]1[N:32]=[CH:33][S:34][CH:35]=1)[C:28]([N:25]1[CH2:24][CH2:23][CH:22]([N:13]2[N:12]=[C:11]([C:5]3[CH:6]=[CH:7][C:8]([O:9][CH3:10])=[C:3]([O:2][CH3:1])[CH:4]=3)[C@@H:20]3[C@@H:15]([CH2:16][CH2:17][CH2:18][CH2:19]3)[C:14]2=[O:21])[CH2:27][CH2:26]1)=[O:44]. The catalyst class is: 12. (5) Reactant: C(N(CC)CC)C.[CH3:8][N:9]([CH3:19])[C:10]1[CH:15]=[CH:14][C:13]([N:16]=[C:17]=[O:18])=[CH:12][CH:11]=1.[CH3:20][C:21]1[C:22](=[O:50])[N:23]([C:38]2[CH:45]=[CH:44][C:41]([C:42]#[N:43])=[C:40]([C:46]([F:49])([F:48])[F:47])[CH:39]=2)[C:24](=[O:37])[C:25]=1[CH2:26][CH2:27][CH2:28][CH2:29][CH2:30][N:31]1[CH2:36][CH2:35][NH:34][CH2:33][CH2:32]1. Product: [C:42]([C:41]1[CH:44]=[CH:45][C:38]([N:23]2[C:22](=[O:50])[C:21]([CH3:20])=[C:25]([CH2:26][CH2:27][CH2:28][CH2:29][CH2:30][N:31]3[CH2:36][CH2:35][N:34]([C:17]([NH:16][C:13]4[CH:14]=[CH:15][C:10]([N:9]([CH3:19])[CH3:8])=[CH:11][CH:12]=4)=[O:18])[CH2:33][CH2:32]3)[C:24]2=[O:37])=[CH:39][C:40]=1[C:46]([F:47])([F:49])[F:48])#[N:43]. The catalyst class is: 54. (6) Reactant: [CH2:1]([S:3][C:4]1[C:9]([C:10]([NH:12][C:13]2[C:14]([SH:23])=[N:15][CH:16]=[C:17]([C:19]([F:22])([F:21])[F:20])[CH:18]=2)=O)=[CH:8][N:7]=[CH:6][CH:5]=1)[CH3:2].CN(C=O)C.C(=O)(O)[O-].[Na+]. Product: [CH2:1]([S:3][C:4]1[CH:5]=[CH:6][N:7]=[CH:8][C:9]=1[C:10]1[S:23][C:14]2[C:13]([N:12]=1)=[CH:18][C:17]([C:19]([F:22])([F:21])[F:20])=[CH:16][N:15]=2)[CH3:2]. The catalyst class is: 11. (7) Reactant: CN1CCCC1=O.O.S(=O)(=O)(O)O.[NH2:14][C:15]1[CH:25]=[C:24]([CH:26]2OCC[O:27]2)[C:23]([CH2:31][CH3:32])=[CH:22][C:16]=1[C:17]([O:19][CH2:20][CH3:21])=[O:18]. Product: [NH2:14][C:15]1[CH:25]=[C:24]([CH:26]=[O:27])[C:23]([CH2:31][CH3:32])=[CH:22][C:16]=1[C:17]([O:19][CH2:20][CH3:21])=[O:18]. The catalyst class is: 6.